From a dataset of Forward reaction prediction with 1.9M reactions from USPTO patents (1976-2016). Predict the product of the given reaction. (1) Given the reactants [F:1][C:2]([F:32])([F:31])[S:3]([O:6][C:7]1[CH:12]=[CH:11][CH:10]=[C:9]([C:13]2([C:23]3[CH:28]=[CH:27][C:26]([F:29])=[C:25](Br)[CH:24]=3)[C:21]3[C:16](=[CH:17][CH:18]=[CH:19][CH:20]=3)[C:15]([NH2:22])=[N:14]2)[CH:8]=1)(=[O:5])=[O:4].[N:33]1[CH:38]=[C:37](B(O)O)[CH:36]=[N:35][CH:34]=1.C([O-])(=O)C.[K+].COC=COC, predict the reaction product. The product is: [F:1][C:2]([F:32])([F:31])[S:3]([O:6][C:7]1[CH:12]=[CH:11][CH:10]=[C:9]([C:13]2([C:23]3[CH:28]=[CH:27][C:26]([F:29])=[C:25]([C:37]4[CH:38]=[N:33][CH:34]=[N:35][CH:36]=4)[CH:24]=3)[C:21]3[C:16](=[CH:17][CH:18]=[CH:19][CH:20]=3)[C:15]([NH2:22])=[N:14]2)[CH:8]=1)(=[O:5])=[O:4]. (2) Given the reactants [ClH:1].[C:2]12([CH2:12][CH2:13][NH2:14])[CH2:11][CH:6]3[CH2:7][CH:8]([CH2:10][CH:4]([CH2:5]3)[CH2:3]1)[CH2:9]2.C(N(CC)CC)C.[C:22]([O:26][C:27]([CH3:30])([CH3:29])[CH3:28])(=[O:25])[CH:23]=[CH2:24].Cl.C(OCC)(=O)C, predict the reaction product. The product is: [ClH:1].[C:2]12([CH2:12][CH2:13][NH:14][CH2:24][CH2:23][C:22]([O:26][C:27]([CH3:30])([CH3:29])[CH3:28])=[O:25])[CH2:9][CH:8]3[CH2:7][CH:6]([CH2:5][CH:4]([CH2:10]3)[CH2:3]1)[CH2:11]2. (3) Given the reactants [NH2:1][C@@H:2]([CH2:24][C:25]1[CH:30]=[CH:29][CH:28]=[CH:27][CH:26]=1)[C@H:3]([OH:23])[CH2:4][N:5](OC1CCCC1)[S:6]([C:9]1[CH:14]=[CH:13][C:12]([O:15][CH3:16])=[CH:11][CH:10]=1)(=[O:8])=[O:7].F[C:32](F)(F)[C:33]([OH:35])=O.[CH2:38]([O:45][C:46](Cl)=[O:47])[C:39]1[CH:44]=[CH:43][CH:42]=[CH:41][CH:40]=1.[CH:49](N(CC)C(C)C)([CH3:51])[CH3:50], predict the reaction product. The product is: [CH2:24]([C@H:2]([NH:1][C:46](=[O:47])[O:45][CH2:38][C:39]1[CH:44]=[CH:43][CH:42]=[CH:41][CH:40]=1)[C@@H:3]([OH:23])[CH:4]([NH:5][S:6]([C:9]1[CH:10]=[CH:11][C:12]([O:15][CH3:16])=[CH:13][CH:14]=1)(=[O:8])=[O:7])[O:35][CH:33]1[CH2:32][CH2:51][CH2:49][CH2:50]1)[C:25]1[CH:26]=[CH:27][CH:28]=[CH:29][CH:30]=1.